From a dataset of Reaction yield outcomes from USPTO patents with 853,638 reactions. Predict the reaction yield, written as a fraction of the theoretical maximum amount of product (1.0 means a 100% yield; for example, 0.34 means a 34% yield). (1) The reactants are [NH2:1][C:2]1[CH:7]=[CH:6][CH:5]=[CH:4][C:3]=1[CH2:8][CH2:9][C:10]1[C:14]2[C:15](=[O:29])[N:16]([C:23]3[CH:28]=[CH:27][CH:26]=[CH:25][CH:24]=3)[C:17]3[N:18]=[CH:19][CH:20]=[CH:21][C:22]=3[C:13]=2[NH:12][N:11]=1.C(O)(=O)C.[O-:34][C:35]#[N:36].[K+]. The catalyst is O. The product is [C:23]1([N:16]2[C:17]3[N:18]=[CH:19][CH:20]=[CH:21][C:22]=3[C:13]3[NH:12][N:11]=[C:10]([CH2:9][CH2:8][C:3]4[CH:4]=[CH:5][CH:6]=[CH:7][C:2]=4[NH:1][C:35]([NH2:36])=[O:34])[C:14]=3[C:15]2=[O:29])[CH:28]=[CH:27][CH:26]=[CH:25][CH:24]=1. The yield is 0.940. (2) The reactants are [N:1]1([C:7]2[CH:12]=[CH:11][C:10]([NH:13][C:14]3[N:19]=[C:18]([CH2:20][CH2:21][C:22]4[CH:27]=[CH:26][CH:25]=[CH:24][C:23]=4[CH2:28][C:29]([NH2:31])=[O:30])[C:17]([C:32]([F:35])([F:34])[F:33])=[CH:16][N:15]=3)=[CH:9][CH:8]=2)[CH2:6][CH2:5][NH:4][CH2:3][CH2:2]1.C=O.[C:38](O[BH-](OC(=O)C)OC(=O)C)(=O)C.[Na+]. The catalyst is CO. The product is [CH3:38][N:4]1[CH2:5][CH2:6][N:1]([C:7]2[CH:12]=[CH:11][C:10]([NH:13][C:14]3[N:19]=[C:18]([CH2:20][CH2:21][C:22]4[CH:27]=[CH:26][CH:25]=[CH:24][C:23]=4[CH2:28][C:29]([NH2:31])=[O:30])[C:17]([C:32]([F:33])([F:35])[F:34])=[CH:16][N:15]=3)=[CH:9][CH:8]=2)[CH2:2][CH2:3]1. The yield is 0.970. (3) The reactants are [CH2:1]([C:4]1[CH:9]=[CH:8][N+:7]([O-])=[CH:6][CH:5]=1)[CH2:2][CH3:3].O=P(Cl)(Cl)[Cl:13]. No catalyst specified. The product is [Cl:13][C:8]1[CH:9]=[C:4]([CH2:1][CH2:2][CH3:3])[CH:5]=[CH:6][N:7]=1. The yield is 0.480. (4) The reactants are [Br:1][C:2]1[CH:3]=[C:4]2[C:8](=[CH:9][CH:10]=1)[NH:7][C:6](=[O:11])[CH2:5]2.[CH2:12]([O:14][C:15]([C:17]1[C:21]([C:22]2[CH:27]=[CH:26][CH:25]=[CH:24][CH:23]=2)=[C:20]([CH:28]=O)[NH:19][C:18]=1[CH3:30])=[O:16])[CH3:13]. No catalyst specified. The product is [CH2:12]([O:14][C:15]([C:17]1[C:21]([C:22]2[CH:27]=[CH:26][CH:25]=[CH:24][CH:23]=2)=[C:20]([CH:28]=[C:5]2[C:4]3[C:8](=[CH:9][CH:10]=[C:2]([Br:1])[CH:3]=3)[NH:7][C:6]2=[O:11])[NH:19][C:18]=1[CH3:30])=[O:16])[CH3:13]. The yield is 0.600. (5) The reactants are O[C:2]1[CH:7]=[C:6](OCOC)[CH:5]=[CH:4][C:3]=1[C:12](=[O:14])[CH3:13].CO[C:17]1N=[CH:21][C:20]([CH:23]=O)=[CH:19][CH:18]=1.[OH-].[K+].O.[CH3:28]CO. No catalyst specified. The product is [C:20]1([CH:23]=[CH:13][C:12]([C:3]2[CH:4]=[CH:5][CH:6]=[CH:7][CH:2]=2)=[O:14])[CH:21]=[CH:28][CH:17]=[CH:18][CH:19]=1. The yield is 0.340. (6) The reactants are C[C:2]([CH3:5])([O-])[CH3:3].[K+].[S:7]1[CH:11]=[CH:10][CH:9]=[C:8]1[C:12]#[N:13].[C:14]([O:24]C(C)C)(=O)[CH2:15][CH2:16][C:17]([O:19]C(C)C)=O.Cl. The catalyst is C(O)(CC)(C)C.CO.O. The product is [S:7]1[CH:11]=[CH:10][CH:9]=[C:8]1[C:12]1[NH:13][C:17](=[O:19])[C:16]2[C:15]=1[C:14](=[O:24])[NH:13][C:12]=2[C:8]1[S:7][CH:5]=[CH:2][CH:3]=1. The yield is 0.820. (7) The reactants are C(N(CC)CC)C.I[C:9]1[CH:10]=[C:11]([CH3:21])[C:12]([O:19][CH3:20])=[C:13]([CH:18]=1)[C:14]([O:16][CH3:17])=[O:15].[CH2:22]([N:26]1[CH2:30][CH2:29][O:28][C:27]1=[O:31])[CH2:23][C:24]#[CH:25]. The catalyst is C1COCC1. The product is [CH3:17][O:16][C:14](=[O:15])[C:13]1[CH:18]=[C:9]([C:25]#[C:24][CH2:23][CH2:22][N:26]2[CH2:30][CH2:29][O:28][C:27]2=[O:31])[CH:10]=[C:11]([CH3:21])[C:12]=1[O:19][CH3:20]. The yield is 0.800. (8) The reactants are [C:1]1([C:7]2[CH:11]=[C:10]([C:12]3[CH:17]=[CH:16][CH:15]=[CH:14][CH:13]=3)[N:9]([CH2:18][C:19]3[CH:41]=[CH:40][C:22]([CH2:23][NH:24][C:25]4[CH:30]=[C:29]([F:31])[C:28]([CH2:32][CH2:33][C:34]([O:36]CC)=[O:35])=[C:27]([F:39])[CH:26]=4)=[CH:21][C:20]=3[O:42][CH:43]([CH3:45])[CH3:44])[N:8]=2)[CH:6]=[CH:5][CH:4]=[CH:3][CH:2]=1.[OH-].[Na+].Cl. The yield is 0.750. The product is [C:1]1([C:7]2[CH:11]=[C:10]([C:12]3[CH:17]=[CH:16][CH:15]=[CH:14][CH:13]=3)[N:9]([CH2:18][C:19]3[CH:41]=[CH:40][C:22]([CH2:23][NH:24][C:25]4[CH:30]=[C:29]([F:31])[C:28]([CH2:32][CH2:33][C:34]([OH:36])=[O:35])=[C:27]([F:39])[CH:26]=4)=[CH:21][C:20]=3[O:42][CH:43]([CH3:45])[CH3:44])[N:8]=2)[CH:6]=[CH:5][CH:4]=[CH:3][CH:2]=1. The catalyst is C(O)C.O1CCCC1.